This data is from Forward reaction prediction with 1.9M reactions from USPTO patents (1976-2016). The task is: Predict the product of the given reaction. (1) Given the reactants [NH2:1][C:2]1[C:3]([CH:22]2[CH2:24][CH2:23]2)=[CH:4][C:5]2[C:9]([CH:10]=1)=[N:8][N:7]([C:11]1[CH:16]=[CH:15][C:14]([Br:17])=[CH:13][CH:12]=1)[C:6]=2[C:18]([NH:20][CH3:21])=[O:19].CCN(C(C)C)C(C)C.[CH3:34][S:35](Cl)(=[O:37])=[O:36].[OH-].[K+].Cl, predict the reaction product. The product is: [Br:17][C:14]1[CH:13]=[CH:12][C:11]([N:7]2[C:6]([C:18]([NH:20][CH3:21])=[O:19])=[C:5]3[C:9]([CH:10]=[C:2]([NH:1][S:35]([CH3:34])(=[O:37])=[O:36])[C:3]([CH:22]4[CH2:24][CH2:23]4)=[CH:4]3)=[N:8]2)=[CH:16][CH:15]=1. (2) Given the reactants Br[C:2]1[CH:14]=[CH:13][C:5]([C:6]([NH:8][CH2:9][CH:10]2[CH2:12][CH2:11]2)=[O:7])=[C:4]([F:15])[CH:3]=1.[CH:16]1([NH:19][C:20](=[O:37])[C:21]2[CH:26]=[CH:25][C:24]([CH3:27])=[C:23](B3OC(C)(C)C(C)(C)O3)[CH:22]=2)[CH2:18][CH2:17]1.C(=O)([O-])O.[Na+], predict the reaction product. The product is: [CH:16]1([NH:19][C:20]([C:21]2[CH:26]=[C:25]([C:2]3[CH:14]=[CH:13][C:5]([C:6]([NH:8][CH2:9][CH:10]4[CH2:12][CH2:11]4)=[O:7])=[C:4]([F:15])[CH:3]=3)[C:24]([CH3:27])=[CH:23][CH:22]=2)=[O:37])[CH2:17][CH2:18]1. (3) Given the reactants [Br-].[S:2]1[CH:6]=[CH:5][N:4]=[C:3]1[Zn+].[C:8]([O:12][C:13](=[O:43])[CH2:14][N:15]([S:32]([C:35]1[CH:40]=[C:39]([Cl:41])[CH:38]=[C:37]([Cl:42])[CH:36]=1)(=[O:34])=[O:33])[C:16]1[CH:17]=[C:18]2[C:22](=[CH:23][CH:24]=1)[N:21]([C:25]1[CH:30]=[C:29](I)[N:28]=[CH:27][N:26]=1)[CH:20]=[CH:19]2)([CH3:11])([CH3:10])[CH3:9], predict the reaction product. The product is: [C:8]([O:12][C:13](=[O:43])[CH2:14][N:15]([S:32]([C:35]1[CH:36]=[C:37]([Cl:42])[CH:38]=[C:39]([Cl:41])[CH:40]=1)(=[O:33])=[O:34])[C:16]1[CH:17]=[C:18]2[C:22](=[CH:23][CH:24]=1)[N:21]([C:25]1[CH:30]=[C:29]([C:3]3[S:2][CH:6]=[CH:5][N:4]=3)[N:28]=[CH:27][N:26]=1)[CH:20]=[CH:19]2)([CH3:11])([CH3:9])[CH3:10].